From a dataset of Full USPTO retrosynthesis dataset with 1.9M reactions from patents (1976-2016). Predict the reactants needed to synthesize the given product. (1) The reactants are: [CH3:1][C:2]1([CH3:32])[CH2:11][C:10]2[C:5](=[CH:6][CH:7]=[C:8]([C:12]([O:14][CH3:15])=[O:13])[CH:9]=2)[N:4]=[C:3]1[C:16]1[CH:21]=[CH:20][CH:19]=[C:18]([S:22](=[O:31])(=[O:30])[NH:23][CH:24]2[CH2:28][CH2:27][N:26]([CH3:29])[CH2:25]2)[CH:17]=1. Given the product [CH3:1][C:2]1([CH3:32])[CH2:11][C:10]2[C:5](=[CH:6][CH:7]=[C:8]([C:12]([O:14][CH3:15])=[O:13])[CH:9]=2)[NH:4][CH:3]1[C:16]1[CH:21]=[CH:20][CH:19]=[C:18]([S:22](=[O:31])(=[O:30])[NH:23][CH:24]2[CH2:28][CH2:27][N:26]([CH3:29])[CH2:25]2)[CH:17]=1, predict the reactants needed to synthesize it. (2) Given the product [NH2:3][OH:1].[OH:1][NH:3][C:28](=[O:29])[C:27]1[CH:26]=[CH:25][C:24]([CH2:23][N:16]([C:8]2[N:7]([CH3:6])[C:11]3[CH:12]=[CH:13][CH:14]=[CH:15][C:10]=3[N:9]=2)[C:17]2[CH:22]=[CH:21][CH:20]=[CH:19][N:18]=2)=[CH:33][CH:32]=1, predict the reactants needed to synthesize it. The reactants are: [OH-:1].[K+].[NH2:3]O.Cl.[CH3:6][N:7]1[C:11]2[CH:12]=[CH:13][CH:14]=[CH:15][C:10]=2[N:9]=[C:8]1[N:16]([CH2:23][C:24]1[CH:33]=[CH:32][C:27]([C:28](OC)=[O:29])=[CH:26][CH:25]=1)[C:17]1[CH:22]=[CH:21][CH:20]=[CH:19][N:18]=1. (3) Given the product [CH:30]1([N:16]([C@@H:13]2[C@H:11]3[C@H:10]([CH2:9][NH:8][CH2:12]3)[CH2:15][CH2:14]2)[S:17]([C:20]2[CH:25]=[CH:24][CH:23]=[C:22]([C:26]([F:28])([F:27])[F:29])[CH:21]=2)(=[O:18])=[O:19])[CH2:31][CH2:32]1, predict the reactants needed to synthesize it. The reactants are: C([N:8]1[CH2:12][C@H:11]2[C@@H:13]([N:16]([CH:30]3[CH2:32][CH2:31]3)[S:17]([C:20]3[CH:25]=[CH:24][CH:23]=[C:22]([C:26]([F:29])([F:28])[F:27])[CH:21]=3)(=[O:19])=[O:18])[CH2:14][CH2:15][C@H:10]2[CH2:9]1)C1C=CC=CC=1.